This data is from NCI-60 drug combinations with 297,098 pairs across 59 cell lines. The task is: Regression. Given two drug SMILES strings and cell line genomic features, predict the synergy score measuring deviation from expected non-interaction effect. (1) Drug 2: C1=NC2=C(N=C(N=C2N1C3C(C(C(O3)CO)O)F)Cl)N. Synergy scores: CSS=41.0, Synergy_ZIP=-0.383, Synergy_Bliss=1.68, Synergy_Loewe=3.00, Synergy_HSA=4.82. Cell line: HOP-92. Drug 1: C1=CC(=CC=C1CCC2=CNC3=C2C(=O)NC(=N3)N)C(=O)NC(CCC(=O)O)C(=O)O. (2) Drug 1: C1CC(=O)NC(=O)C1N2CC3=C(C2=O)C=CC=C3N. Drug 2: CC1=CC2C(CCC3(C2CCC3(C(=O)C)OC(=O)C)C)C4(C1=CC(=O)CC4)C. Cell line: LOX IMVI. Synergy scores: CSS=10.4, Synergy_ZIP=3.24, Synergy_Bliss=1.07, Synergy_Loewe=1.78, Synergy_HSA=2.31. (3) Drug 1: CC1CCC2CC(C(=CC=CC=CC(CC(C(=O)C(C(C(=CC(C(=O)CC(OC(=O)C3CCCCN3C(=O)C(=O)C1(O2)O)C(C)CC4CCC(C(C4)OC)O)C)C)O)OC)C)C)C)OC. Drug 2: CC1=C2C(C(=O)C3(C(CC4C(C3C(C(C2(C)C)(CC1OC(=O)C(C(C5=CC=CC=C5)NC(=O)OC(C)(C)C)O)O)OC(=O)C6=CC=CC=C6)(CO4)OC(=O)C)O)C)O. Cell line: HCT-15. Synergy scores: CSS=7.93, Synergy_ZIP=-1.07, Synergy_Bliss=0.245, Synergy_Loewe=-2.80, Synergy_HSA=-2.17. (4) Drug 1: COC1=CC(=CC(=C1O)OC)C2C3C(COC3=O)C(C4=CC5=C(C=C24)OCO5)OC6C(C(C7C(O6)COC(O7)C8=CC=CS8)O)O. Drug 2: C1=NNC2=C1C(=O)NC=N2. Cell line: SK-MEL-28. Synergy scores: CSS=2.90, Synergy_ZIP=-5.29, Synergy_Bliss=3.24, Synergy_Loewe=-25.8, Synergy_HSA=-0.512. (5) Drug 1: CN(C)C1=NC(=NC(=N1)N(C)C)N(C)C. Drug 2: C1=CC=C(C=C1)NC(=O)CCCCCCC(=O)NO. Cell line: SK-OV-3. Synergy scores: CSS=-0.738, Synergy_ZIP=-2.38, Synergy_Bliss=-5.87, Synergy_Loewe=-15.6, Synergy_HSA=-6.52. (6) Drug 1: C1=NNC2=C1C(=O)NC=N2. Drug 2: CCC1(C2=C(COC1=O)C(=O)N3CC4=CC5=C(C=CC(=C5CN(C)C)O)N=C4C3=C2)O.Cl. Cell line: K-562. Synergy scores: CSS=28.9, Synergy_ZIP=3.72, Synergy_Bliss=2.36, Synergy_Loewe=-29.8, Synergy_HSA=0.289.